From a dataset of Forward reaction prediction with 1.9M reactions from USPTO patents (1976-2016). Predict the product of the given reaction. Given the reactants [F:1][CH2:2][C:3]([C:5]1[C:10]([N+:11]([O-:13])=[O:12])=[CH:9][CH:8]=[C:7]([CH3:14])[N:6]=1)=[O:4].[CH3:15][N:16]([CH3:19])[CH:17]=O.[CH3:15][N:16]([CH3:19])[C:17](=O)C, predict the reaction product. The product is: [CH3:15][N:16]([CH3:19])/[CH:17]=[C:2](\[F:1])/[C:3]([C:5]1[C:10]([N+:11]([O-:13])=[O:12])=[CH:9][CH:8]=[C:7]([CH3:14])[N:6]=1)=[O:4].